Dataset: Forward reaction prediction with 1.9M reactions from USPTO patents (1976-2016). Task: Predict the product of the given reaction. (1) The product is: [C:18]([O:17][C:15]([N:9]1[CH2:14][CH2:13][N:12]([C:2]2[C:7]([Cl:8])=[CH:6][CH:5]=[CH:4][N:3]=2)[CH2:11][CH2:10]1)=[O:16])([CH3:21])([CH3:19])[CH3:20]. Given the reactants Cl[C:2]1[C:7]([Cl:8])=[CH:6][CH:5]=[CH:4][N:3]=1.[N:9]1([C:15]([O:17][C:18]([CH3:21])([CH3:20])[CH3:19])=[O:16])[CH2:14][CH2:13][NH:12][CH2:11][CH2:10]1.C([O-])([O-])=O.[K+].[K+], predict the reaction product. (2) The product is: [NH2:2][C@@H:3]([C@H:8]([CH3:14])[C@H:9]([CH3:13])[CH2:10][CH2:11][CH3:12])[CH2:4][C:5]([OH:7])=[O:6]. Given the reactants Cl.[NH2:2][C@@H:3]([C@H:8]([CH3:14])[C@H:9]([CH3:13])[CH2:10][CH2:11][CH3:12])[CH2:4][C:5]([OH:7])=[O:6].CCN(CC)CC, predict the reaction product. (3) Given the reactants [C:1]([O:5][C:6]([N:8]1[CH2:13][CH2:12][CH:11]([CH2:14][CH2:15][N:16]2[CH2:21][CH2:20][N:19]([C:22]3[CH:27]=[CH:26][CH:25]=[C:24]([C:28](O)=[O:29])[CH:23]=3)[CH2:18][CH2:17]2)[CH2:10][CH2:9]1)=[O:7])([CH3:4])([CH3:3])[CH3:2].[OH-].[Na+], predict the reaction product. The product is: [C:1]([O:5][C:6]([N:8]1[CH2:13][CH2:12][CH:11]([CH2:14][CH2:15][N:16]2[CH2:17][CH2:18][N:19]([C:22]3[CH:27]=[CH:26][CH:25]=[C:24]([CH2:28][OH:29])[CH:23]=3)[CH2:20][CH2:21]2)[CH2:10][CH2:9]1)=[O:7])([CH3:4])([CH3:2])[CH3:3]. (4) Given the reactants [OH:1][C:2]1[CH:11]=[CH:10][CH:9]=[C:8]2[C:3]=1[CH:4]=[CH:5][C:6]([CH:12]=O)=[CH:7]2.[NH:14]1[CH2:19][CH2:18][CH:17]([C:20]([O:22][CH2:23][CH3:24])=[O:21])[CH2:16][CH2:15]1.CC(O)=O.[BH-](OC(C)=O)(OC(C)=O)OC(C)=O.[Na+], predict the reaction product. The product is: [OH:1][C:2]1[CH:11]=[CH:10][CH:9]=[C:8]2[C:3]=1[CH:4]=[CH:5][C:6]([CH2:12][N:14]1[CH2:19][CH2:18][CH:17]([C:20]([O:22][CH2:23][CH3:24])=[O:21])[CH2:16][CH2:15]1)=[CH:7]2. (5) The product is: [C:13]([NH:12][C:6]1[N:7]=[CH:8][C:9]2[C:4]([CH:5]=1)=[CH:3][C:2]([NH:1][CH:17]([C:22]1[CH:27]=[CH:26][C:25]([O:28][CH:29]([CH3:31])[CH3:30])=[C:24]([O:32][CH2:33][CH3:34])[CH:23]=1)[C:18]([O:20][CH3:21])=[O:19])=[CH:11][CH:10]=2)(=[O:15])[CH3:14]. Given the reactants [NH2:1][C:2]1[CH:3]=[C:4]2[C:9](=[CH:10][CH:11]=1)[CH:8]=[N:7][C:6]([NH:12][C:13](=[O:15])[CH3:14])=[CH:5]2.Cl[CH:17]([C:22]1[CH:27]=[CH:26][C:25]([O:28][CH:29]([CH3:31])[CH3:30])=[C:24]([O:32][CH2:33][CH3:34])[CH:23]=1)[C:18]([O:20][CH3:21])=[O:19].C(N(CC)C(C)C)(C)C, predict the reaction product. (6) Given the reactants [NH2:1][C:2]1[CH:7]=[CH:6][CH:5]=[CH:4][CH:3]=1.[O-]S([O-])(=O)=O.[Na+].[Na+].[CH:15](=O)[CH3:16].[CH2:18]([O:25][C:26](=[O:30])[NH:27][CH:28]=[CH2:29])[C:19]1[CH:24]=[CH:23][CH:22]=[CH:21][CH:20]=1.B(F)(F)F.CCOCC, predict the reaction product. The product is: [CH2:18]([O:25][C:26](=[O:30])[NH:27][C@H:28]1[C:7]2[C:2](=[CH:3][CH:4]=[CH:5][CH:6]=2)[NH:1][C@@H:15]([CH3:16])[CH2:29]1)[C:19]1[CH:24]=[CH:23][CH:22]=[CH:21][CH:20]=1. (7) Given the reactants [CH3:1][O:2][C:3](=[O:21])[C:4]1[CH:9]=[CH:8][C:7]([CH2:10][NH:11][CH2:12][C@H:13]([NH2:20])[C:14]2[CH:19]=[CH:18][CH:17]=[CH:16][CH:15]=2)=[CH:6][CH:5]=1.[CH:22]1([NH:28][C:29]([C:31]2[CH:36]=[CH:35][C:34]([CH2:37][N:38]3[CH2:43][CH2:42][C:41](=O)[CH2:40][CH2:39]3)=[CH:33][N:32]=2)=[O:30])[CH2:27][CH2:26][CH2:25][CH2:24][CH2:23]1, predict the reaction product. The product is: [CH3:1][O:2][C:3](=[O:21])[C:4]1[CH:5]=[CH:6][C:7]([CH2:10][NH:11][CH2:12][C@H:13]([NH:20][CH:41]2[CH2:42][CH2:43][N:38]([CH2:37][C:34]3[CH:33]=[N:32][C:31]([C:29](=[O:30])[NH:28][CH:22]4[CH2:27][CH2:26][CH2:25][CH2:24][CH2:23]4)=[CH:36][CH:35]=3)[CH2:39][CH2:40]2)[C:14]2[CH:15]=[CH:16][CH:17]=[CH:18][CH:19]=2)=[CH:8][CH:9]=1. (8) Given the reactants [C:1](=O)(O)[O-].[Na+].[N+:6]([C:9]1[CH:10]=[C:11]([CH:17]=[CH:18][C:19]=1[CH2:20][CH:21]=[O:22])[C:12]([O:14][CH2:15][CH3:16])=[O:13])([O-:8])=[O:7].CI, predict the reaction product. The product is: [CH3:1][CH:20]([C:19]1[CH:18]=[CH:17][C:11]([C:12]([O:14][CH2:15][CH3:16])=[O:13])=[CH:10][C:9]=1[N+:6]([O-:8])=[O:7])[CH:21]=[O:22].